Dataset: Peptide-MHC class II binding affinity with 134,281 pairs from IEDB. Task: Regression. Given a peptide amino acid sequence and an MHC pseudo amino acid sequence, predict their binding affinity value. This is MHC class II binding data. (1) The MHC is DRB1_0701 with pseudo-sequence DRB1_0701. The binding affinity (normalized) is 0.385. The peptide sequence is YDKELANVSTVLTGK. (2) The MHC is HLA-DQA10501-DQB10301 with pseudo-sequence HLA-DQA10501-DQB10301. The peptide sequence is AAATAGTTVYTAFAA. The binding affinity (normalized) is 0.497.